Dataset: Full USPTO retrosynthesis dataset with 1.9M reactions from patents (1976-2016). Task: Predict the reactants needed to synthesize the given product. (1) Given the product [OH:1][C@:2]1([C:30]([F:35])([F:36])[C:31]([F:32])([F:33])[F:34])[C@:18]2([CH3:19])[C@H:5]([C@H:6]3[C:15]([C@@H:16]([C:20]4[CH:21]=[CH:22][C:23]([CH:26]([O:28][C:49]([C@@H:45]5[CH2:46][CH2:47][CH2:48][N:44]5[C:42]([O:41][C:37]([CH3:40])([CH3:39])[CH3:38])=[O:43])=[O:50])[CH3:27])=[CH:24][CH:25]=4)[CH2:17]2)=[C:14]2[C:9](=[CH:10][C:11](=[O:29])[CH2:12][CH2:13]2)[CH2:8][CH2:7]3)[CH2:4][CH2:3]1, predict the reactants needed to synthesize it. The reactants are: [OH:1][C@:2]1([C:30]([F:36])([F:35])[C:31]([F:34])([F:33])[F:32])[C@:18]2([CH3:19])[C@H:5]([C@H:6]3[C:15]([C@@H:16]([C:20]4[CH:25]=[CH:24][C:23]([CH:26]([OH:28])[CH3:27])=[CH:22][CH:21]=4)[CH2:17]2)=[C:14]2[C:9](=[CH:10][C:11](=[O:29])[CH2:12][CH2:13]2)[CH2:8][CH2:7]3)[CH2:4][CH2:3]1.[C:37]([O:41][C:42]([N:44]1[CH2:48][CH2:47][CH2:46][C@H:45]1[C:49](O)=[O:50])=[O:43])([CH3:40])([CH3:39])[CH3:38]. (2) Given the product [F:17][C:16]([F:19])([F:18])[CH2:15][CH2:14][CH2:13][O:1][C:2]1[CH:3]=[CH:4][C:5]([C:6]([O:8][CH3:9])=[O:7])=[CH:10][CH:11]=1, predict the reactants needed to synthesize it. The reactants are: [OH:1][C:2]1[CH:11]=[CH:10][C:5]([C:6]([O:8][CH3:9])=[O:7])=[CH:4][CH:3]=1.Br[CH2:13][CH2:14][CH2:15][C:16]([F:19])([F:18])[F:17].C(=O)([O-])[O-].[K+].[K+]. (3) Given the product [CH2:15]([N:10]1[C:11]2[C:7](=[CH:6][C:5]([CH2:3][OH:4])=[CH:13][CH:12]=2)[CH:8]=[N:9]1)[CH2:16][C:17]1[CH:22]=[CH:21][CH:20]=[CH:19][CH:18]=1, predict the reactants needed to synthesize it. The reactants are: CO[C:3]([C:5]1[CH:6]=[C:7]2[C:11](=[CH:12][CH:13]=1)[NH:10][N:9]=[CH:8]2)=[O:4].Br[CH2:15][CH2:16][C:17]1[CH:22]=[CH:21][CH:20]=[CH:19][CH:18]=1.